This data is from Retrosynthesis with 50K atom-mapped reactions and 10 reaction types from USPTO. The task is: Predict the reactants needed to synthesize the given product. Given the product c1ccc(-c2ccc(Cn3c4ccccc4c4ccccc43)cc2)cc1, predict the reactants needed to synthesize it. The reactants are: ClCc1ccc(-c2ccccc2)cc1.c1ccc2c(c1)[nH]c1ccccc12.